This data is from Forward reaction prediction with 1.9M reactions from USPTO patents (1976-2016). The task is: Predict the product of the given reaction. (1) Given the reactants B(Br)(Br)Br.[NH2:5][C:6]1[C:15]2[N:16]=[C:17]([CH2:25][O:26]CC)[N:18]([CH2:19][C:20]3([OH:24])[CH2:23][CH2:22][CH2:21]3)[C:14]=2[C:13]2[N:12]=[CH:11][CH:10]=[CH:9][C:8]=2[N:7]=1.Cl.[OH-].[Na+].C(=O)(O)[O-].[Na+], predict the reaction product. The product is: [NH2:5][C:6]1[C:15]2[N:16]=[C:17]([CH2:25][OH:26])[N:18]([CH2:19][C:20]3([OH:24])[CH2:23][CH2:22][CH2:21]3)[C:14]=2[C:13]2[N:12]=[CH:11][CH:10]=[CH:9][C:8]=2[N:7]=1. (2) The product is: [CH3:2][C:3]1([CH3:22])[CH2:7][C:6]2[CH:8]=[CH:9][CH:10]=[C:11]([CH2:12][N:13]3[CH2:14][CH2:15][C:16]4([CH2:19][N:18]([C:23](=[O:30])[C:24]5[CH:29]=[CH:28][N:27]=[CH:26][CH:25]=5)[CH2:17]4)[CH2:20][CH2:21]3)[C:5]=2[O:4]1. Given the reactants Cl.[CH3:2][C:3]1([CH3:22])[CH2:7][C:6]2[CH:8]=[CH:9][CH:10]=[C:11]([CH2:12][N:13]3[CH2:21][CH2:20][C:16]4([CH2:19][NH:18][CH2:17]4)[CH2:15][CH2:14]3)[C:5]=2[O:4]1.[C:23](O)(=[O:30])[C:24]1[CH:29]=[CH:28][N:27]=[CH:26][CH:25]=1.CCN=C=NCCCN(C)C.C1C=CC2N(O)N=NC=2C=1.CCN(CC)CC, predict the reaction product.